This data is from Reaction yield outcomes from USPTO patents with 853,638 reactions. The task is: Predict the reaction yield, written as a fraction of the theoretical maximum amount of product (1.0 means a 100% yield; for example, 0.34 means a 34% yield). (1) The reactants are [OH:1][C:2]1[CH:11]=[CH:10][C:5]([C:6]([O:8][CH3:9])=[O:7])=[CH:4][C:3]=1I.[H-].[Na+].[CH3:15][N:16](C=O)C. No catalyst specified. The product is [C:15]([C:3]1[CH:4]=[C:5]([CH:10]=[CH:11][C:2]=1[OH:1])[C:6]([O:8][CH3:9])=[O:7])#[N:16]. The yield is 1.00. (2) The reactants are [C:1]([S:9][C:10]1[CH:18]=[CH:17][CH:16]=[CH:15][C:11]=1[C:12]([OH:14])=O)(=[O:8])[C:2]1[CH:7]=[CH:6][CH:5]=[CH:4][CH:3]=1.C(Cl)(=O)C(Cl)=O.CCN(CC)CC.[CH3:32][N:33]1[C:37]([NH2:38])=[CH:36][C:35]([CH3:39])=[N:34]1. The catalyst is C(Cl)Cl.CN(C=O)C.CCOC(C)=O. The product is [CH3:32][N:33]1[C:37]([NH:38][C:12]([C:11]2[CH:15]=[CH:16][CH:17]=[CH:18][C:10]=2[S:9][C:1](=[O:8])[C:2]2[CH:3]=[CH:4][CH:5]=[CH:6][CH:7]=2)=[O:14])=[CH:36][C:35]([CH3:39])=[N:34]1. The yield is 0.710.